Predict which catalyst facilitates the given reaction. From a dataset of Catalyst prediction with 721,799 reactions and 888 catalyst types from USPTO. (1) The catalyst class is: 4. Product: [CH2:24]1[C:25]2[C:20](=[CH:19][C:18]([NH:17][C:15]([C:10]3[CH2:11][CH2:12][CH2:13][CH2:14][C:9]=3[C:6]3[CH:5]=[CH:4][C:3]([C:2]([F:1])([F:35])[F:36])=[CH:8][CH:7]=3)=[O:16])=[CH:27][CH:26]=2)[CH2:21][CH2:22][NH:23]1. Reactant: [F:1][C:2]([F:36])([F:35])[C:3]1[CH:8]=[CH:7][C:6]([C:9]2[CH2:14][CH2:13][CH2:12][CH2:11][C:10]=2[C:15]([NH:17][C:18]2[CH:19]=[C:20]3[C:25](=[CH:26][CH:27]=2)[CH2:24][N:23](C(OC(C)(C)C)=O)[CH2:22][CH2:21]3)=[O:16])=[CH:5][CH:4]=1.FC(F)(F)C(O)=O. (2) Reactant: [CH2:1]([SH:3])[CH3:2].C(N(CC)CC)C.[CH2:11]([Sn:15](Cl)([CH2:20][CH2:21][CH2:22][CH3:23])[CH2:16][CH2:17][CH2:18][CH3:19])[CH2:12][CH2:13][CH3:14].C(Cl)(Cl)Cl. Product: [CH2:20]([Sn:15]([CH2:11][CH2:12][CH2:13][CH3:14])([CH2:16][CH2:17][CH2:18][CH3:19])[S:3][CH2:1][CH3:2])[CH2:21][CH2:22][CH3:23]. The catalyst class is: 53. (3) Reactant: Cl[C:2]1[N:7]=[C:6]([C:8]2[CH:13]=[CH:12][C:11]([F:14])=[C:10]([Cl:15])[CH:9]=2)[CH:5]=[C:4]([N:16]2[CH2:21][CH2:20][N:19]([C:22]3[C:27]([Cl:28])=[CH:26][CH:25]=[CH:24][N:23]=3)[CH2:18][C@@H:17]2[CH3:29])[N:3]=1.Br.[CH3:31][C@H:32]1[CH2:36][CH2:35][CH2:34][NH:33]1.C([O-])([O-])=O.[K+].[K+]. Product: [Cl:15][C:10]1[CH:9]=[C:8]([C:6]2[CH:5]=[C:4]([N:16]3[CH2:21][CH2:20][N:19]([C:22]4[C:27]([Cl:28])=[CH:26][CH:25]=[CH:24][N:23]=4)[CH2:18][C@@H:17]3[CH3:29])[N:3]=[C:2]([N:33]3[CH2:34][CH2:35][CH2:36][C@@H:32]3[CH3:31])[N:7]=2)[CH:13]=[CH:12][C:11]=1[F:14]. The catalyst class is: 23. (4) Reactant: [Cl:1][C:2]([Cl:11])([Cl:10])[C:3]([C:5]1[NH:6][CH:7]=[CH:8][CH:9]=1)=[O:4].ClS([N:16]=[C:17]=O)(=O)=O.CN(C=O)C.O. Product: [Cl:11][C:2]([Cl:1])([Cl:10])[C:3]([C:5]1[NH:6][CH:7]=[C:8]([C:17]#[N:16])[CH:9]=1)=[O:4]. The catalyst class is: 23. (5) Reactant: [C:1]([O:5][C:6]([NH:8][CH:9]1[CH2:15][CH2:14][C:13]2[CH:16]=[CH:17][CH:18]=[CH:19][C:12]=2[CH2:11][CH:10]1[OH:20])=[O:7])([CH3:4])([CH3:3])[CH3:2].CC(OI1(OC(C)=O)(OC(C)=O)OC(=O)C2C=CC=CC1=2)=O.O.O.O.O.O.S([O-])([O-])(=O)=S.[Na+].[Na+].C(=O)([O-])O.[Na+]. Product: [C:1]([O:5][C:6]([NH:8][CH:9]1[CH2:15][CH2:14][C:13]2[CH:16]=[CH:17][CH:18]=[CH:19][C:12]=2[CH2:11][C:10]1=[O:20])=[O:7])([CH3:4])([CH3:2])[CH3:3]. The catalyst class is: 96. (6) Reactant: [CH:1]1([C:4]([N:6]2[CH2:10][CH2:9][C@@H:8]([CH2:11][NH:12][C:13]3[CH:20]=[CH:19][C:16]([C:17]#[N:18])=[CH:15][C:14]=3[N+:21]([O-])=O)[CH2:7]2)=[O:5])[CH2:3][CH2:2]1. Product: [NH2:21][C:14]1[CH:15]=[C:16]([CH:19]=[CH:20][C:13]=1[NH:12][CH2:11][C@@H:8]1[CH2:9][CH2:10][N:6]([C:4]([CH:1]2[CH2:3][CH2:2]2)=[O:5])[CH2:7]1)[C:17]#[N:18]. The catalyst class is: 29. (7) Reactant: [OH:1][C:2]1[CH:7]=[CH:6][C:5]([N:8]2[C:15](=[S:16])[N:14]([C:17]3[CH:18]=[C:19]([C:25]([F:28])([F:27])[F:26])[C:20]([C:23]#[N:24])=[N:21][CH:22]=3)[C:13](=[O:29])[C:9]32[CH2:12][CH2:11][CH2:10]3)=[CH:4][CH:3]=1.Cl[C:31]1[N:36]=[CH:35][CH:34]=[CH:33][N:32]=1.C(=O)([O-])[O-].[Cs+].[Cs+].O. Product: [O:29]=[C:13]1[C:9]2([CH2:12][CH2:11][CH2:10]2)[N:8]([C:5]2[CH:6]=[CH:7][C:2]([O:1][C:31]3[N:36]=[CH:35][CH:34]=[CH:33][N:32]=3)=[CH:3][CH:4]=2)[C:15](=[S:16])[N:14]1[C:17]1[CH:18]=[C:19]([C:25]([F:28])([F:27])[F:26])[C:20]([C:23]#[N:24])=[N:21][CH:22]=1. The catalyst class is: 1.